From a dataset of Reaction yield outcomes from USPTO patents with 853,638 reactions. Predict the reaction yield, written as a fraction of the theoretical maximum amount of product (1.0 means a 100% yield; for example, 0.34 means a 34% yield). (1) The reactants are [CH3:1][C:2]1[N:3]([CH:38]([CH3:40])[CH3:39])[C:4]2[CH:9]=[C:8]([NH:10][C:11]3[CH:16]=[CH:15][N:14]=[C:13]([C:17]4[CH:18]=[N:19][N:20]([S:22]([CH:25]5[CH2:29][CH2:28][N:27](C(OC(C)(C)C)=O)[CH2:26]5)(=[O:24])=[O:23])[CH:21]=4)[N:12]=3)[N:7]=[CH:6][C:5]=2[N:37]=1. The catalyst is ClCCl.FC(F)(F)C(O)=O. The product is [CH:38]([N:3]1[C:4]2[CH:9]=[C:8]([NH:10][C:11]3[CH:16]=[CH:15][N:14]=[C:13]([C:17]4[CH:18]=[N:19][N:20]([S:22]([CH:25]5[CH2:29][CH2:28][NH:27][CH2:26]5)(=[O:23])=[O:24])[CH:21]=4)[N:12]=3)[N:7]=[CH:6][C:5]=2[N:37]=[C:2]1[CH3:1])([CH3:40])[CH3:39]. The yield is 0.0900. (2) The reactants are [Cl:1][C:2]1[C:10]2[O:9][CH2:8][C:7](=[O:11])[C:6]=2[C:5]([CH:12]2[C@H:17]([O:18][CH2:19][C:20]3[CH:25]=[CH:24][CH:23]=[CH:22][CH:21]=3)[C@@H:16]([O:26][CH2:27][C:28]3[CH:33]=[CH:32][CH:31]=[CH:30][CH:29]=3)[C@H:15]([O:34][CH2:35][C:36]3[CH:41]=[CH:40][CH:39]=[CH:38][CH:37]=3)[C@@H:14]([CH2:42][O:43][CH2:44][C:45]3[CH:50]=[CH:49][CH:48]=[CH:47][CH:46]=3)[O:13]2)=[CH:4][C:3]=1[CH2:51][C:52]1[CH:57]=[CH:56][C:55]([O:58][CH2:59][CH3:60])=[CH:54][CH:53]=1.[BH4-].[Na+]. The catalyst is C1COCC1.CO.Cl. The product is [Cl:1][C:2]1[C:10]2[O:9][CH2:8][CH:7]([OH:11])[C:6]=2[C:5]([CH:12]2[C@H:17]([O:18][CH2:19][C:20]3[CH:25]=[CH:24][CH:23]=[CH:22][CH:21]=3)[C@@H:16]([O:26][CH2:27][C:28]3[CH:33]=[CH:32][CH:31]=[CH:30][CH:29]=3)[C@H:15]([O:34][CH2:35][C:36]3[CH:41]=[CH:40][CH:39]=[CH:38][CH:37]=3)[C@@H:14]([CH2:42][O:43][CH2:44][C:45]3[CH:46]=[CH:47][CH:48]=[CH:49][CH:50]=3)[O:13]2)=[CH:4][C:3]=1[CH2:51][C:52]1[CH:57]=[CH:56][C:55]([O:58][CH2:59][CH3:60])=[CH:54][CH:53]=1. The yield is 0.910. (3) The reactants are O1CCCC1.[C:6]1([CH3:23])[CH:11]=[CH:10][C:9]([O:12][C:13]2[S:17][C:16]([CH2:18][C:19](Cl)=[N:20][OH:21])=[CH:15][CH:14]=2)=[CH:8][CH:7]=1.[C:24]([C:26]1[C:27]([NH2:33])=[N:28][C:29]([NH2:32])=[CH:30][CH:31]=1)#[CH:25].C(N(CC)CC)C. The catalyst is O. The product is [C:6]1([CH3:23])[CH:11]=[CH:10][C:9]([O:12][C:13]2[S:17][C:16]([CH2:18][C:19]3[CH:25]=[C:24]([C:26]4[C:27]([NH2:33])=[N:28][C:29]([NH2:32])=[CH:30][CH:31]=4)[O:21][N:20]=3)=[CH:15][CH:14]=2)=[CH:8][CH:7]=1. The yield is 0.140. (4) The reactants are [CH3:1][N:2]1[C:15]2[C:6]([CH:7]=[CH:8][C:9]3[NH:19][CH2:18][CH:17]=[C:11]4[NH:12][C:13](=[O:16])[C:14]=2[C:10]=34)=[C:5]([CH2:20][S:21]([CH3:24])(=[O:23])=[O:22])[CH:4]=[CH:3]1.O=[C:26]1[CH2:31][CH2:30][N:29]([C:32]([O:34][C:35]([CH3:38])([CH3:37])[CH3:36])=[O:33])[CH2:28][CH2:27]1.ClC(Cl)C.C(O)(=O)C.[Na]. No catalyst specified. The product is [CH3:1][N:2]1[C:15]2[C:6]([CH:7]=[CH:8][C:9]3[N:19]([CH:26]4[CH2:31][CH2:30][N:29]([C:32]([O:34][C:35]([CH3:38])([CH3:37])[CH3:36])=[O:33])[CH2:28][CH2:27]4)[CH2:18][CH:17]=[C:11]4[NH:12][C:13](=[O:16])[C:14]=2[C:10]=34)=[C:5]([CH2:20][S:21]([CH3:24])(=[O:23])=[O:22])[CH:4]=[CH:3]1. The yield is 0.840.